From a dataset of Forward reaction prediction with 1.9M reactions from USPTO patents (1976-2016). Predict the product of the given reaction. (1) Given the reactants BrC1C=CC(O)=C(C2C=[CH:16][C:15]3[C:10](=[CH:11][CH:12]=[C:13]([C:18]4[N:22]([CH:23]5[CH2:28][CH2:27][CH2:26][CH2:25][CH2:24]5)[C:21]5[CH:29]=[CH:30][C:31]([C:33]([OH:35])=[O:34])=[CH:32][C:20]=5[N:19]=4)[CH:14]=3)[N:9]=2)C=1.[OH:37][C:38]1[C:46]2[O:45][C:44]([C:47](=O)[CH3:48])=[CH:43][C:42]=2[CH:41]=[CH:40][CH:39]=1.[OH-].[K+], predict the reaction product. The product is: [CH:23]1([N:22]2[C:21]3[CH:29]=[CH:30][C:31]([C:33]([OH:35])=[O:34])=[CH:32][C:20]=3[N:19]=[C:18]2[C:13]2[CH:14]=[C:15]3[C:10](=[CH:11][CH:12]=2)[N:9]=[C:47]([C:44]2[O:45][C:46]4[C:38]([OH:37])=[CH:39][CH:40]=[CH:41][C:42]=4[CH:43]=2)[CH:48]=[CH:16]3)[CH2:24][CH2:25][CH2:26][CH2:27][CH2:28]1. (2) Given the reactants [Br:1][C:2]1[CH:12]=[CH:11][C:5]([O:6][CH2:7][C:8]([NH2:10])=[O:9])=[C:4]([C:13]#[N:14])[CH:3]=1.[NH:15]1[CH2:20][CH2:19][CH2:18][CH2:17][CH2:16]1.N1CCC[CH2:22]1, predict the reaction product. The product is: [Br:1][C:2]1[CH:12]=[CH:11][C:5]2[O:6][C:7]3[C:8](=[O:9])[NH:10][C:19]([CH2:20][N:15]4[CH2:16][CH2:17][CH2:18][CH2:22]4)=[N:14][C:13]=3[C:4]=2[CH:3]=1. (3) Given the reactants [C:1]([C@:4]1([OH:26])[CH2:21][C:20]2[C:19]([OH:22])=[C:18]3[C:9]([C:10](=[O:24])[C:11]4[CH:12]=[CH:13][CH:14]=[CH:15][C:16]=4[C:17]3=[O:23])=[C:8]([OH:25])[C:7]=2[CH2:6][CH2:5]1)(=[O:3])[CH3:2].C1C(=O)N(Br)C(=[O:30])C1.CC(N=NC(C#N)(C)C)(C#N)C.Cl, predict the reaction product. The product is: [C:1]([C@:4]1([OH:26])[CH2:21][C:20]2[C:19]([OH:22])=[C:18]3[C:9]([C:10](=[O:24])[C:11]4[CH:12]=[CH:13][CH:14]=[CH:15][C:16]=4[C:17]3=[O:23])=[C:8]([OH:25])[C:7]=2[CH2:6][CH2:5]1)(=[O:3])[CH3:2].[C:1]([C@:4]1([OH:26])[CH2:21][C:20]2[C:19]([OH:22])=[C:18]3[C:9]([C:10](=[O:24])[C:11]4[CH:12]=[CH:13][CH:14]=[CH:15][C:16]=4[C:17]3=[O:23])=[C:8]([OH:25])[C:7]=2[C@H:6]([OH:30])[CH2:5]1)(=[O:3])[CH3:2].[C:1]([C@:4]1([OH:26])[CH2:21][C:20]2[C:19]([OH:22])=[C:18]3[C:9]([C:10](=[O:24])[C:11]4[CH:12]=[CH:13][CH:14]=[CH:15][C:16]=4[C:17]3=[O:23])=[C:8]([OH:25])[C:7]=2[C@@H:6]([OH:30])[CH2:5]1)(=[O:3])[CH3:2]. (4) Given the reactants [OH:1][CH2:2][C:3]1[C:4]([C:20]([F:23])([F:22])[F:21])=[N:5][N:6]([CH2:8][C:9]2[NH:10][C:11](=[O:19])[C:12]3[CH:17]=[C:16]([CH3:18])[S:15][C:13]=3[N:14]=2)[CH:7]=1.[H-].[Na+].I[CH3:27].Cl, predict the reaction product. The product is: [OH:1][CH2:2][C:3]1[C:4]([C:20]([F:22])([F:21])[F:23])=[N:5][N:6]([CH2:8][C:9]2[N:10]([CH3:27])[C:11](=[O:19])[C:12]3[CH:17]=[C:16]([CH3:18])[S:15][C:13]=3[N:14]=2)[CH:7]=1. (5) Given the reactants O[C@@H:2]1[CH2:6][CH2:5][N:4]([CH2:7][C:8]2[CH:35]=[CH:34][C:11]([C:12]([NH:14][C:15]3[CH:20]=[C:19]([C:21]4[S:22][CH:23]=[CH:24][CH:25]=4)[CH:18]=[CH:17][C:16]=3[NH:26][C:27](=[O:33])[O:28][C:29]([CH3:32])([CH3:31])[CH3:30])=[O:13])=[CH:10][CH:9]=2)[CH2:3]1.[N+:36]([C:39]1[CH:44]=[CH:43][C:42]([S:45]([NH:48][C:49]2[CH:50]=[N:51][CH:52]=[CH:53][CH:54]=2)(=[O:47])=[O:46])=[CH:41][CH:40]=1)([O-:38])=[O:37].C1(P(C2C=CC=CC=2)C2C=CC=CC=2)C=CC=CC=1.N(C(OCC)=O)=NC(OCC)=O, predict the reaction product. The product is: [N+:36]([C:39]1[CH:44]=[CH:43][C:42]([S:45]([N:48]([C@H:2]2[CH2:6][CH2:5][N:4]([CH2:7][C:8]3[CH:35]=[CH:34][C:11]([C:12]([NH:14][C:15]4[CH:20]=[C:19]([C:21]5[S:22][CH:23]=[CH:24][CH:25]=5)[CH:18]=[CH:17][C:16]=4[NH:26][C:27](=[O:33])[O:28][C:29]([CH3:31])([CH3:32])[CH3:30])=[O:13])=[CH:10][CH:9]=3)[CH2:3]2)[C:49]2[CH:50]=[N:51][CH:52]=[CH:53][CH:54]=2)(=[O:46])=[O:47])=[CH:41][CH:40]=1)([O-:38])=[O:37]. (6) Given the reactants [NH2:1][C:2]1[N:7]=[C:6]([N:8]([CH2:14][C:15]2[C:20]([CH3:21])=[C:19]([O:22][CH3:23])[C:18]([CH3:24])=[CH:17][N:16]=2)[CH2:9][C:10](OC)=[O:11])[C:5]([N+:25]([O-])=O)=[C:4]([Cl:28])[N:3]=1, predict the reaction product. The product is: [NH2:1][C:2]1[N:3]=[C:4]([Cl:28])[C:5]2[NH:25][C:10](=[O:11])[CH2:9][N:8]([CH2:14][C:15]3[C:20]([CH3:21])=[C:19]([O:22][CH3:23])[C:18]([CH3:24])=[CH:17][N:16]=3)[C:6]=2[N:7]=1. (7) Given the reactants Cl[C:2]1[N:7]=[C:6]([NH:8][C@@H:9]2[CH2:14][CH2:13][CH2:12][N:11]([C:15](=[O:18])[CH:16]=[CH2:17])[CH2:10]2)[C:5]([F:19])=[CH:4][N:3]=1.C([O-])([O-])=O.[Cs+].[Cs+].[CH3:26][C:27]1([N:33]2[CH2:41][C:40]3[C:35](=[CH:36][CH:37]=[C:38]([NH2:42])[CH:39]=3)[CH2:34]2)[CH2:32][CH2:31][O:30][CH2:29][CH2:28]1.CN(C1C(C2C(P(C3CCCCC3)C3CCCCC3)=CC=CC=2)=CC=CC=1)C, predict the reaction product. The product is: [F:19][C:5]1[C:6]([NH:8][C@@H:9]2[CH2:14][CH2:13][CH2:12][N:11]([C:15](=[O:18])[CH:16]=[CH2:17])[CH2:10]2)=[N:7][C:2]([NH:42][C:38]2[CH:39]=[C:40]3[C:35](=[CH:36][CH:37]=2)[CH2:34][N:33]([C:27]2([CH3:26])[CH2:32][CH2:31][O:30][CH2:29][CH2:28]2)[CH2:41]3)=[N:3][CH:4]=1. (8) Given the reactants [Si]([O:8][C@@H:9]1[C@@:43]2([CH3:44])[C:13](=[CH:14][CH:15]=[C:16]3[C@@H:42]2[CH2:41][CH2:40][C@@:39]2([CH3:45])[C@H:17]3[CH2:18][CH:19]=[C:20]2[C:21]([O:24]/[CH:25]=[CH:26]/[CH2:27][C:28]([O:31][Si](CC)(CC)CC)([CH3:30])[CH3:29])([CH3:23])[CH3:22])[CH2:12][C@@H:11]([O:46][Si](C(C)(C)C)(C)C)[CH2:10]1)(C(C)(C)C)(C)C.O1CCCC1.[F-].C([N+](CCCC)(CCCC)CCCC)CCC, predict the reaction product. The product is: [OH:8][C@@H:9]1[C@@:43]2([CH3:44])[C:13](=[CH:14][CH:15]=[C:16]3[C@@H:42]2[CH2:41][CH2:40][C@@:39]2([CH3:45])[C@H:17]3[CH2:18][CH:19]=[C:20]2[C:21]([O:24]/[CH:25]=[CH:26]/[CH2:27][C:28]([OH:31])([CH3:30])[CH3:29])([CH3:23])[CH3:22])[CH2:12][C@@H:11]([OH:46])[CH2:10]1. (9) The product is: [C:1]([NH:8][C@H:9]([CH2:13][OH:14])[CH2:10][CH2:11][CH3:12])([O:3][C:4]([CH3:5])([CH3:7])[CH3:6])=[O:2]. Given the reactants [C:1]([NH:8][C@H:9]([C:13](O)=[O:14])[CH2:10][CH2:11][CH3:12])([O:3][C:4]([CH3:7])([CH3:6])[CH3:5])=[O:2].CO, predict the reaction product. (10) Given the reactants [Br:1][C:2]1[CH:3]=[CH:4][C:5]([NH:10][CH2:11][C:12]#[N:13])=[C:6]([CH:9]=1)[C:7]#[N:8].C([O-])([O-])=O.[K+].[K+], predict the reaction product. The product is: [NH2:8][C:7]1[C:6]2[C:5](=[CH:4][CH:3]=[C:2]([Br:1])[CH:9]=2)[NH:10][C:11]=1[C:12]#[N:13].